This data is from Forward reaction prediction with 1.9M reactions from USPTO patents (1976-2016). The task is: Predict the product of the given reaction. (1) Given the reactants F[C:2](F)(F)C(O)=O.[NH:8]1[CH2:12][CH2:11][C@H:10]([NH:13][C:14]([C:16]2[NH:17][C:18]3[CH:19]=[CH:20][C:21]4[CH:28]=[CH:27][CH:26]=[CH:25][C:22]=4[C:23]=3[CH:24]=2)=[O:15])[CH2:9]1.N, predict the reaction product. The product is: [CH3:2][N:8]1[CH2:12][CH2:11][C@H:10]([NH:13][C:14]([C:16]2[NH:17][C:18]3[CH:19]=[CH:20][C:21]4[CH:28]=[CH:27][CH:26]=[CH:25][C:22]=4[C:23]=3[CH:24]=2)=[O:15])[CH2:9]1. (2) Given the reactants [NH2:1][C@H:2]([C:8]([OH:10])=[O:9])[CH2:3][CH2:4][C:5](=[O:7])[NH2:6].C(O)[C:12]([NH2:17])(CO)[CH2:13][OH:14].Cl.C([N:31]([CH2:36][C:37]([OH:39])=O)CC(O)=O)C[N:31](CC(O)=O)[CH2:36][C:37]([OH:39])=O, predict the reaction product. The product is: [NH2:17][CH2:12][C:13]([NH:1][C@H:2]([C:8]([OH:10])=[O:9])[CH2:3][CH2:4][C:5](=[O:7])[NH2:6])=[O:14].[NH2:31][CH2:36][C:37]([NH2:1])=[O:39].